This data is from Full USPTO retrosynthesis dataset with 1.9M reactions from patents (1976-2016). The task is: Predict the reactants needed to synthesize the given product. (1) Given the product [CH3:1][S:2][CH2:3][CH2:4][CH:5]([N:9]1[CH:13]=[C:12]([C:14]2[C:15]3[CH:22]=[CH:21][NH:20][C:16]=3[N:17]=[CH:18][N:19]=2)[CH:11]=[N:10]1)[CH2:6][C:7]#[N:8], predict the reactants needed to synthesize it. The reactants are: [CH3:1][S:2][CH2:3][CH2:4][CH:5]([N:9]1[CH:13]=[C:12]([C:14]2[C:15]3[CH:22]=[CH:21][N:20](COCC[Si](C)(C)C)[C:16]=3[N:17]=[CH:18][N:19]=2)[CH:11]=[N:10]1)[CH2:6][C:7]#[N:8].C1COCC1.C(O)C.[OH-].[NH4+]. (2) Given the product [CH2:2]([O:4][C:5](=[O:35])[C:6]1[CH:11]=[C:10]([N:12]2[C:16]([CH3:17])=[CH:15][CH:14]=[C:13]2[C:18]2[CH:23]=[C:22]([Cl:24])[CH:21]=[CH:20][C:19]=2[OH:25])[CH:9]=[N:8][CH:7]=1)[CH3:3], predict the reactants needed to synthesize it. The reactants are: Cl.[CH2:2]([O:4][C:5](=[O:35])[C:6]1[CH:11]=[C:10]([N:12]2[C:16]([CH3:17])=[CH:15][CH:14]=[C:13]2[C:18]2[CH:23]=[C:22]([Cl:24])[CH:21]=[CH:20][C:19]=2[O:25]CC2C=CC(OC)=CC=2)[CH:9]=[N:8][CH:7]=1)[CH3:3]. (3) The reactants are: [CH:1]1[C:6]([S:7][S:8][C:9]2[CH:14]=[CH:13][C:12]([N+:15]([O-:17])=[O:16])=[C:11]([C:18]([OH:20])=[O:19])[CH:10]=2)=[CH:5][C:4]([C:21]([OH:23])=[O:22])=[C:3]([N+:24]([O-:26])=[O:25])[CH:2]=1.[C:27]([O-:30])(=[O:29])[CH3:28].[Na+].[CH2:32]([OH:39])[C:33]([NH2:38])([CH2:36][OH:37])[CH2:34][OH:35].[OH2:40]. Given the product [CH:1]1[C:6]([S:7][S:8][C:9]2[CH:14]=[CH:13][C:12]([N+:15]([O-:17])=[O:16])=[C:11]([C:18]([OH:20])=[O:19])[CH:10]=2)=[CH:5][C:4]([C:21]([OH:23])=[O:22])=[C:3]([N+:24]([O-:26])=[O:25])[CH:2]=1.[CH2:32]([OH:39])[C:33]([NH2:38])([CH2:36][OH:37])[CH2:34][OH:35].[C:33]([NH:38][C@H:28]([C:27]([OH:30])=[O:29])[CH2:6][SH:7])(=[O:40])[CH3:36], predict the reactants needed to synthesize it. (4) The reactants are: [OH:1][C:2]1[CH:9]=[CH:8][C:5]([CH:6]=[O:7])=[CH:4][CH:3]=1.Cl[C:11]1[CH:16]=[CH:15][N:14]=[CH:13][CH:12]=1.C(=O)([O-])[O-].[K+].[K+]. Given the product [N:14]1[CH:15]=[CH:16][C:11]([O:1][C:2]2[CH:9]=[CH:8][C:5]([CH:6]=[O:7])=[CH:4][CH:3]=2)=[CH:12][CH:13]=1, predict the reactants needed to synthesize it. (5) The reactants are: [CH3:1][N:2]1[C:6]([CH:7]=O)=[CH:5][C:4]([CH3:9])=[N:3]1.ClC1C=[C:13](C=CC=1)[CH:14]=[O:15].[CH3:19][Si:20]([CH3:27])([CH3:26])N[Si:20]([CH3:27])([CH3:26])[CH3:19].C([Li])CCC.C[Si](Cl)(C)C.C([N:40](CC)CC)C.C(Cl)(=O)C. Given the product [CH3:1][N:2]1[C:6]([CH:7]=[N:40][C:14]([O:13][Si:20]([CH3:27])([CH3:26])[CH3:19])=[CH2:15])=[CH:5][C:4]([CH3:9])=[N:3]1, predict the reactants needed to synthesize it.